The task is: Predict the reactants needed to synthesize the given product.. This data is from Full USPTO retrosynthesis dataset with 1.9M reactions from patents (1976-2016). (1) Given the product [Cl:34][C:30]1[CH:29]=[C:28]2[NH:27][C:26](=[O:35])[C@:18]3([C@@H:17]([C:36]4[CH:41]=[CH:40][CH:39]=[C:38]([Cl:42])[C:37]=4[F:43])[C@H:16]([C:14]([NH:13][C:10]4[CH:11]=[CH:12][C:7]([NH:6][CH2:5][C:4]([OH:44])=[O:3])=[CH:8][CH:9]=4)=[O:15])[NH:20][C@H:19]3[CH2:21][C:22]([CH3:24])([CH3:23])[CH3:25])[C:33]2=[CH:32][CH:31]=1, predict the reactants needed to synthesize it. The reactants are: C([O:3][C:4](=[O:44])[CH2:5][NH:6][C:7]1[CH:12]=[CH:11][C:10]([NH:13][C:14]([C@@H:16]2[NH:20][C@@H:19]([CH2:21][C:22]([CH3:25])([CH3:24])[CH3:23])[C@:18]3([C:33]4[C:28](=[CH:29][C:30]([Cl:34])=[CH:31][CH:32]=4)[NH:27][C:26]3=[O:35])[C@H:17]2[C:36]2[CH:41]=[CH:40][CH:39]=[C:38]([Cl:42])[C:37]=2[F:43])=[O:15])=[CH:9][CH:8]=1)C.Cl. (2) Given the product [Cl:15][C:16]1[CH:17]=[C:18]([CH:30]=[CH:31][CH:32]=1)[O:19][C:20]1[C:25]([F:26])=[CH:24][C:23]([CH2:27][O:28][C:2]2[CH:3]=[C:4]3[N:11]([CH3:12])[CH2:10][CH2:9][N:5]3[C:6](=[O:8])[N:7]=2)=[CH:22][C:21]=1[F:29], predict the reactants needed to synthesize it. The reactants are: Cl[C:2]1[CH:3]=[C:4]2[N:11]([CH3:12])[CH2:10][CH2:9][N:5]2[C:6](=[O:8])[N:7]=1.[H-].[Na+].[Cl:15][C:16]1[CH:17]=[C:18]([CH:30]=[CH:31][CH:32]=1)[O:19][C:20]1[C:25]([F:26])=[CH:24][C:23]([CH2:27][OH:28])=[CH:22][C:21]=1[F:29]. (3) Given the product [Cl:1][C:2]1[CH:14]=[C:13]([Cl:15])[C:12]([S:16][C:17]2[N:21]([CH3:22])[N:20]=[C:19]([CH3:23])[C:18]=2/[CH:24]=[N:27]/[OH:28])=[CH:11][C:3]=1[O:4][C@@H:5]([CH3:10])[C:6]([O:8][CH3:9])=[O:7], predict the reactants needed to synthesize it. The reactants are: [Cl:1][C:2]1[CH:14]=[C:13]([Cl:15])[C:12]([S:16][C:17]2[N:21]([CH3:22])[N:20]=[C:19]([CH3:23])[C:18]=2[CH:24]=O)=[CH:11][C:3]=1[O:4][C@@H:5]([CH3:10])[C:6]([O:8][CH3:9])=[O:7].Cl.[NH2:27][OH:28].